Dataset: Reaction yield outcomes from USPTO patents with 853,638 reactions. Task: Predict the reaction yield, written as a fraction of the theoretical maximum amount of product (1.0 means a 100% yield; for example, 0.34 means a 34% yield). (1) The reactants are [CH3:1][C:2]1[CH:3]=[C:4]([N+:11]([O-])=O)[C:5]([O:9][CH3:10])=[N:6][C:7]=1[CH3:8]. The catalyst is O1CCCC1.[Pd].CO. The product is [NH2:11][C:4]1[C:5]([O:9][CH3:10])=[N:6][C:7]([CH3:8])=[C:2]([CH3:1])[CH:3]=1. The yield is 0.979. (2) The reactants are [Cl:1][C:2]1[CH:10]=[C:6]([C:7]([OH:9])=O)[C:5]([OH:11])=[CH:4][CH:3]=1.[NH2:12][C:13]1[CH:18]=[CH:17][C:16]([N:19]2[C:23]([C:24]3[CH:29]=[CH:28][CH:27]=[CH:26][CH:25]=3)=[CH:22][C:21]([C:30]([F:33])([F:32])[F:31])=[N:20]2)=[CH:15][CH:14]=1. No catalyst specified. The product is [Cl:1][C:2]1[CH:3]=[CH:4][C:5]([OH:11])=[C:6]([CH:10]=1)[C:7]([NH:12][C:13]1[CH:18]=[CH:17][C:16]([N:19]2[C:23]([C:24]3[CH:29]=[CH:28][CH:27]=[CH:26][CH:25]=3)=[CH:22][C:21]([C:30]([F:33])([F:32])[F:31])=[N:20]2)=[CH:15][CH:14]=1)=[O:9]. The yield is 0.732. (3) The reactants are [C:1]([O-])([O-])(OCC)[CH3:2].[Cl:8][C:9]1[CH:10]=[C:11]([NH2:17])[C:12]([NH2:16])=[CH:13][C:14]=1[F:15]. The catalyst is C(O)C. The product is [Cl:8][C:9]1[C:14]([F:15])=[CH:13][C:12]2[NH:16][C:1]([CH3:2])=[N:17][C:11]=2[CH:10]=1. The yield is 0.390.